This data is from Experimentally validated miRNA-target interactions with 360,000+ pairs, plus equal number of negative samples. The task is: Binary Classification. Given a miRNA mature sequence and a target amino acid sequence, predict their likelihood of interaction. (1) The miRNA is hsa-miR-6811-5p with sequence AUGCAGGCCUGUGUACAGCACU. The protein sequence of the target gene is MAQRYDDLPHYGGMDGVGIPSTMYGDPHAARSMQPVHHLNHGPPLHSHQYPHTAHTNAMAPSMGSSVNDALKRDKDAIYGHPLFPLLALIFEKCELATCTPREPGVAGGDVCSSESFNEDIAVFAKQIRAEKPLFSSNPELDNLMIQAIQVLRFHLLELEKVHELCDNFCHRYISCLKGKMPIDLVIDDREGGSKSDSEDITRSANLTDQPSWNRDHDDTASTRSGGTPGPSSGGHTSHSGDNSSEQGDGLDNSVASPSTGDDDDPDKDKKRHKKRGIFPKVATNIMRAWLFQHLTHPYP.... Result: 1 (interaction). (2) The miRNA is hsa-miR-7-5p with sequence UGGAAGACUAGUGAUUUUGUUGUU. The protein sequence of the target gene is MSATLILEPPGRCCWNEPVRIAVRGLAPEQRVTLRASLRDEKGALFRAHARYCADARGELDLERAPALGGSFAGLEPMGLLWALEPEKPFWRFLKRDVQIPFVVELEVLDGHDPEPGRLLCQAQHERHFLPPGVRRQSVRAGRVRATLFLPPGPGPFPGIIDIFGIGGGLLEYRASLLAGHGFATLALAYYNFEDLPNNMDNISLEYFEEAVCYMLQHPQVKGPGIGLLGISLGADICLSMASFLKNVSATVSINGSGISGNTAINYKHSSIPPLGYDLRRIKVAFSGLVDIVDIRNALV.... Result: 1 (interaction). (3) The miRNA is hsa-miR-1324 with sequence CCAGACAGAAUUCUAUGCACUUUC. The protein sequence of the target gene is MAPRLQLEKAAWRWAETVRPEEVSQEHIETAYRIWLEPCIRGVCRRNCRGNPNCLVGIGEHIWLGEIDENSFHSIDDPNCERRKKNSFVGLTNLGATCYVNTFLQVWFLNLELRQALYLCPSTCSDYTKGDGIHGGKDYEPQTICEHLQYLFALLQNSNRRYIDPSGFVKALGLDTGQQQDAQEFSKLFMSLLEDTLSKQKNPDVRNVVQQQFCGEYAYVTVCNQCGRESKLVSKFYELELNIQGHKQLTDCISEFLKEERLEGDNRYFCENCQSKQNATRKIRLLSLPCTLNLQLMRFV.... Result: 0 (no interaction). (4) The miRNA is hsa-miR-181a-5p with sequence AACAUUCAACGCUGUCGGUGAGU. The protein sequence of the target gene is MKYLRHRRPNATLILAIGAFTLLLFSLLVSPPTCKVQEQPPAIPEALAWPTPPTRPAPAPCHANTSMVTHPDFATQPQHVQNFLLYRHCRHFPLLQDVPPSKCAQPVFLLLVIKSSPSNYVRRELLRRTWGRERKVRGLQLRLLFLVGTASNPHEARKVNRLLELEAQTHGDILQWDFHDSFFNLTLKQVLFLQWQETRCANASFVLNGDDDVFAHTDNMVFYLQDHDPGRHLFVGQLIQNVGPIRAFWSKYYVPEVVTQNERYPPYCGGGGFLLSRFTAAALRRAAHVLDIFPIDDVFL.... Result: 0 (no interaction). (5) The miRNA is hsa-miR-4458 with sequence AGAGGUAGGUGUGGAAGAA. The protein sequence of the target gene is MPKPINVRVTTMDAELEFAIQPNTTGKQLFDQVVKTVGLREVWFFGLQYVDSKGYSTWLKLNKKVTQQDVKKENPLQFKFRAKFFPEDVSEELIQEITQRLFFLQVKEAILNDEIYCPPETAVLLASYAVQAKYGDYNKEIHKPGYLANDRLLPQRVLEQHKLTKEQWEERIQNWHEEHRGMLREDSMMEYLKIAQDLEMYGVNYFEIKNKKGTELWLGVDALGLNIYEHDDKLTPKIGFPWSEIRNISFNDKKFVIKPIDKKAPDFVFYAPRLRINKRILALCMGNHELYMRRRKPDTI.... Result: 1 (interaction). (6) The miRNA is hsa-miR-548ao-3p with sequence AAAGACCGUGACUACUUUUGCA. The protein sequence of the target gene is MVAKPPVMSFHFAQDLWPEQNIKDSFQKVTLRRYGKCEYENLQLRKGCKHVDECTGHKGGHNTVNQCLTATPSKIFQCNKYVKVFDKFSNSNRYKRRHTGNKHFKCKECSKSFCVLSQLTQHRRIHTRVNSYKCEECGKAFNWFSTLTKHKRIHTGEKPYKCEECGKAFNQSSQLTRHKIIHTEEKPNKCEECGKAFKQASHLTIHKIIHTGEKPYKYEECGKVFSQSSHLTTQKILHTGENLYKCKECGKAFNLFSNLTNHKRIHAGEKPYKCKECGRAFNISSNLNKQEKIHTGGKLN.... Result: 1 (interaction). (7) The miRNA is cel-miR-230-3p with sequence GUAUUAGUUGUGCGACCAGGAGA. The protein sequence of the target gene is MASGRPEELWEAVVGAAERFQARTGTELVLLTAAPPPPPRPGPCAYAAHGRGALAEAARRCLHDIAQAHRAATATRPPGPPPAPQPPSPAPSPPPRPALAREDEEEDEDEPTETETSGERLGGSDNGGLFMMDEDATLQDLPPFCESDPESTDDGSLSEETPAGPTACPQPPATALPTQQYAKSLPVSVPVWAFKEKRTEARSSDEENGPPSSPDLDRIAASMRALVLREAEDTQVFGDLPRPRLNTSDFQKLKRKY. Result: 0 (no interaction). (8) The protein sequence of the target gene is MVQKKFCPRLLDYLVIVGARHPSSDSVAQTPELLRRYPLEDHPEFPLPPDVVFFCQPEGCLSVRQRRMSLRDDTSFVFTLTDKDTGVTRYGICVNFYRSFQKRMPKEKVEGGAGPRGKEGAHTSGASEEAATGSSESGSTLQPPSADSTPDINQSPWGKRRAKAGSRSRNSTLTSLCVLSHYPFFSTFRECLYTLKRLVDCCSERLLGKKLGIPRGVQRDTMWRIFTGSLLVEEKSSALLQDLREIEAWIYRLLRSPVPVSGQKRVDIEVLPQELQQALTFALPDPSRFTLVDFPLHLPL.... The miRNA is mmu-miR-125b-5p with sequence UCCCUGAGACCCUAACUUGUGA. Result: 1 (interaction).